Predict the product of the given reaction. From a dataset of Forward reaction prediction with 1.9M reactions from USPTO patents (1976-2016). (1) The product is: [F:12][C:10]1[CH:9]=[C:8]([F:13])[CH:7]=[C:6]2[C:11]=1[C:2]([NH:41][C:37]1[CH:38]=[N:39][CH:40]=[C:35]([N:32]3[CH2:33][CH2:34][O:29][CH2:30][CH2:31]3)[CH:36]=1)=[C:3]([CH3:28])[C:4]([N:14]1[CH2:19][CH2:18][N:17]([C:20]([O:22][C:23]([CH3:24])([CH3:26])[CH3:25])=[O:21])[C@@H:16]([CH3:27])[CH2:15]1)=[N:5]2. Given the reactants Cl[C:2]1[C:11]2[C:6](=[CH:7][C:8]([F:13])=[CH:9][C:10]=2[F:12])[N:5]=[C:4]([N:14]2[CH2:19][CH2:18][N:17]([C:20]([O:22][C:23]([CH3:26])([CH3:25])[CH3:24])=[O:21])[C@@H:16]([CH3:27])[CH2:15]2)[C:3]=1[CH3:28].[O:29]1[CH2:34][CH2:33][N:32]([C:35]2[CH:36]=[C:37]([NH2:41])[CH:38]=[N:39][CH:40]=2)[CH2:31][CH2:30]1, predict the reaction product. (2) Given the reactants Br[CH2:2][CH:3]([CH3:5])[CH3:4].[C:6]([O:10][C:11]([N:13]1[C@@H:18]([C@@H:19]([OH:34])[C@@H:20]([NH:30][C:31](=[O:33])[CH3:32])[CH2:21][C:22]2[CH:27]=[C:26]([OH:28])[CH:25]=[C:24]([F:29])[CH:23]=2)[CH2:17][O:16][C@@H:15]([O:35][CH2:36][C:37]([CH3:40])([CH3:39])[CH3:38])[C@@H:14]1[CH3:41])=[O:12])([CH3:9])([CH3:8])[CH3:7].C(=O)([O-])[O-].[Cs+].[Cs+], predict the reaction product. The product is: [C:6]([O:10][C:11]([N:13]1[C@@H:18]([C@@H:19]([OH:34])[C@@H:20]([NH:30][C:31](=[O:33])[CH3:32])[CH2:21][C:22]2[CH:27]=[C:26]([O:28][CH2:2][CH:3]([CH3:5])[CH3:4])[CH:25]=[C:24]([F:29])[CH:23]=2)[CH2:17][O:16][C@@H:15]([O:35][CH2:36][C:37]([CH3:40])([CH3:39])[CH3:38])[C@@H:14]1[CH3:41])=[O:12])([CH3:8])([CH3:9])[CH3:7]. (3) Given the reactants [Cl:1][C:2]1[CH:7]=[CH:6][N:5]=[C:4]2[CH:8]=[C:9]([C:11](=[S:13])[NH2:12])[S:10][C:3]=12.CN(C=O)C.Cl[CH:20]([C:26]([CH3:28])=O)[C:21]([O:23][CH2:24][CH3:25])=[O:22], predict the reaction product. The product is: [CH2:24]([O:23][C:21]([C:20]1[S:13][C:11]([C:9]2[S:10][C:3]3[C:4](=[N:5][CH:6]=[CH:7][C:2]=3[Cl:1])[CH:8]=2)=[N:12][C:26]=1[CH3:28])=[O:22])[CH3:25]. (4) Given the reactants [CH3:1][C:2]1[CH:3]=[CH:4][C:5]([NH:21][C:22]([C:24]2[CH:25]=[CH:26][C:27]([CH2:30][N:31]3[CH2:36][CH2:35][N:34]([CH3:37])[CH2:33][CH2:32]3)=[CH:28][CH:29]=2)=[O:23])=[CH:6][C:7]=1[NH:8][C:9]1[N:10]=[CH:11][CH:12]=[C:13]([C:15]2[CH:16]=[CH:17][CH:18]=[N:19][CH:20]=2)[N:14]=1.[CH3:38][S:39]([OH:42])(=[O:41])=[O:40], predict the reaction product. The product is: [CH3:1][C:2]1[CH:3]=[CH:4][C:5]([NH:21][C:22]([C:24]2[CH:29]=[CH:28][C:27]([CH2:30][N:31]3[CH2:32][CH2:33][N:34]([CH3:37])[CH2:35][CH2:36]3)=[CH:26][CH:25]=2)=[O:23])=[CH:6][C:7]=1[NH:8][C:9]1[N:10]=[CH:11][CH:12]=[C:13]([C:15]2[CH:16]=[CH:17][CH:18]=[N:19][CH:20]=2)[N:14]=1.[CH3:38][S:39]([OH:42])(=[O:41])=[O:40]. (5) Given the reactants [NH2:1][C:2]1[C:6]2[CH:7]=[N:8][C:9]([NH:11][C:12]([NH:14][C@@H:15]([C:17]3[CH:22]=[CH:21][CH:20]=[CH:19][CH:18]=3)[CH3:16])=[O:13])=[CH:10][C:5]=2[N:4]([C:23]([C:36]2[CH:41]=[CH:40][CH:39]=[CH:38][CH:37]=2)([C:30]2[CH:35]=[CH:34][CH:33]=[CH:32][CH:31]=2)[C:24]2[CH:29]=[CH:28][CH:27]=[CH:26][CH:25]=2)[N:3]=1.[CH:42]1([C:45](O)=[O:46])[CH2:44][CH2:43]1.CN(C(ON1N=NC2C=CC=NC1=2)=[N+](C)C)C.F[P-](F)(F)(F)(F)F.CCN(C(C)C)C(C)C, predict the reaction product. The product is: [C:17]1([C@H:15]([NH:14][C:12](=[O:13])[NH:11][C:9]2[N:8]=[CH:7][C:6]3[C:2]([NH:1][C:45]([CH:42]4[CH2:44][CH2:43]4)=[O:46])=[N:3][N:4]([C:23]([C:24]4[CH:25]=[CH:26][CH:27]=[CH:28][CH:29]=4)([C:36]4[CH:41]=[CH:40][CH:39]=[CH:38][CH:37]=4)[C:30]4[CH:31]=[CH:32][CH:33]=[CH:34][CH:35]=4)[C:5]=3[CH:10]=2)[CH3:16])[CH:22]=[CH:21][CH:20]=[CH:19][CH:18]=1. (6) Given the reactants [NH2:1][C:2]1[CH:6]=[CH:5][S:4][C:3]=1[C:7](=[S:9])[NH2:8].OO, predict the reaction product. The product is: [N:1]1[S:9][C:7]([NH2:8])=[C:3]2[S:4][CH:5]=[CH:6][C:2]=12. (7) Given the reactants [C:1]1([C@@H:7]2[CH2:9][C@H:8]2[NH:10][CH2:11][CH:12]2[CH2:17][CH2:16][N:15](C(OC(C)(C)C)=O)[CH2:14][CH2:13]2)[CH:6]=[CH:5][CH:4]=[CH:3][CH:2]=1.C(=O)([O-])[O-].[K+].[K+].IC, predict the reaction product. The product is: [C:1]1([C@@H:7]2[CH2:9][C@H:8]2[NH:10][CH2:11][CH:12]2[CH2:17][CH2:16][NH:15][CH2:14][CH2:13]2)[CH:2]=[CH:3][CH:4]=[CH:5][CH:6]=1. (8) Given the reactants [F:1][C:2]([F:42])([F:41])[C:3]1[CH:4]=[C:5]([CH:34]=[C:35]([C:37]([F:40])([F:39])[F:38])[CH:36]=1)[CH2:6][N:7]1[C:11]([C:12]2[CH:17]=[CH:16][CH:15]=[CH:14][CH:13]=2)=[C:10]([C:18]2[C:23]3=[C:24]([C:27]4[CH:32]=[CH:31][CH:30]=[CH:29][C:28]=4[Cl:33])[O:25][N:26]=[C:22]3[CH:21]=[CH:20][N:19]=2)[N:9]=[N:8]1, predict the reaction product. The product is: [NH2:26][C:22]1[CH:21]=[CH:20][N:19]=[C:18]([C:10]2[N:9]=[N:8][N:7]([CH2:6][C:5]3[CH:34]=[C:35]([C:37]([F:38])([F:39])[F:40])[CH:36]=[C:3]([C:2]([F:41])([F:1])[F:42])[CH:4]=3)[C:11]=2[C:12]2[CH:17]=[CH:16][CH:15]=[CH:14][CH:13]=2)[C:23]=1[C:24]([C:27]1[CH:32]=[CH:31][CH:30]=[CH:29][C:28]=1[Cl:33])=[O:25].